Task: Regression. Given two drug SMILES strings and cell line genomic features, predict the synergy score measuring deviation from expected non-interaction effect.. Dataset: NCI-60 drug combinations with 297,098 pairs across 59 cell lines (1) Drug 1: C#CCC(CC1=CN=C2C(=N1)C(=NC(=N2)N)N)C3=CC=C(C=C3)C(=O)NC(CCC(=O)O)C(=O)O. Drug 2: CN(CCCl)CCCl.Cl. Cell line: CAKI-1. Synergy scores: CSS=23.8, Synergy_ZIP=-3.65, Synergy_Bliss=3.16, Synergy_Loewe=1.48, Synergy_HSA=4.10. (2) Drug 1: C1=CC(=C2C(=C1NCCNCCO)C(=O)C3=C(C=CC(=C3C2=O)O)O)NCCNCCO. Drug 2: C1CCC(C(C1)N)N.C(=O)(C(=O)[O-])[O-].[Pt+4]. Cell line: NCIH23. Synergy scores: CSS=65.0, Synergy_ZIP=2.08, Synergy_Bliss=6.17, Synergy_Loewe=9.67, Synergy_HSA=10.9. (3) Drug 1: C1=CC(=CC=C1C#N)C(C2=CC=C(C=C2)C#N)N3C=NC=N3. Drug 2: CCCCC(=O)OCC(=O)C1(CC(C2=C(C1)C(=C3C(=C2O)C(=O)C4=C(C3=O)C=CC=C4OC)O)OC5CC(C(C(O5)C)O)NC(=O)C(F)(F)F)O. Cell line: SF-539. Synergy scores: CSS=26.4, Synergy_ZIP=-1.18, Synergy_Bliss=-2.60, Synergy_Loewe=-5.22, Synergy_HSA=-3.09. (4) Drug 1: C1=NC(=NC(=O)N1C2C(C(C(O2)CO)O)O)N. Drug 2: CCCCC(=O)OCC(=O)C1(CC(C2=C(C1)C(=C3C(=C2O)C(=O)C4=C(C3=O)C=CC=C4OC)O)OC5CC(C(C(O5)C)O)NC(=O)C(F)(F)F)O. Cell line: SF-539. Synergy scores: CSS=43.1, Synergy_ZIP=3.49, Synergy_Bliss=4.33, Synergy_Loewe=-13.7, Synergy_HSA=2.82. (5) Drug 1: C1CC(=O)NC(=O)C1N2CC3=C(C2=O)C=CC=C3N. Drug 2: CC1=C(C(=O)C2=C(C1=O)N3CC4C(C3(C2COC(=O)N)OC)N4)N. Cell line: HS 578T. Synergy scores: CSS=21.2, Synergy_ZIP=10.8, Synergy_Bliss=16.6, Synergy_Loewe=6.41, Synergy_HSA=15.6. (6) Drug 1: C1=NC2=C(N=C(N=C2N1C3C(C(C(O3)CO)O)O)F)N. Drug 2: C1CN(P(=O)(OC1)NCCCl)CCCl. Cell line: UO-31. Synergy scores: CSS=0.336, Synergy_ZIP=4.57, Synergy_Bliss=1.47, Synergy_Loewe=-5.36, Synergy_HSA=-1.15. (7) Drug 1: CC=C1C(=O)NC(C(=O)OC2CC(=O)NC(C(=O)NC(CSSCCC=C2)C(=O)N1)C(C)C)C(C)C. Drug 2: CN(CC1=CN=C2C(=N1)C(=NC(=N2)N)N)C3=CC=C(C=C3)C(=O)NC(CCC(=O)O)C(=O)O. Cell line: TK-10. Synergy scores: CSS=51.1, Synergy_ZIP=-8.72, Synergy_Bliss=-7.18, Synergy_Loewe=-13.7, Synergy_HSA=-6.23. (8) Drug 1: COC1=CC(=CC(=C1O)OC)C2C3C(COC3=O)C(C4=CC5=C(C=C24)OCO5)OC6C(C(C7C(O6)COC(O7)C8=CC=CS8)O)O. Drug 2: CC(C)NC(=O)C1=CC=C(C=C1)CNNC.Cl. Cell line: NCIH23. Synergy scores: CSS=54.5, Synergy_ZIP=2.33, Synergy_Bliss=2.12, Synergy_Loewe=-35.1, Synergy_HSA=2.29.